From a dataset of Full USPTO retrosynthesis dataset with 1.9M reactions from patents (1976-2016). Predict the reactants needed to synthesize the given product. (1) Given the product [Cl:11][C:7]1[C:8]([Cl:10])=[CH:9][C:4]([CH:36]([OH:37])[CH3:31])=[C:5]([O:23][CH3:24])[C:6]=1[CH:12]1[CH2:13][N:14]([C:16]([O:18][CH2:19][CH2:22][CH2:27][CH3:28])=[O:17])[CH2:15]1, predict the reactants needed to synthesize it. The reactants are: C([C:4]1[C:5]([O:23][CH3:24])=[C:6]([CH:12]2[CH2:15][N:14]([C:16]([O:18][C:19]([CH3:22])(C)C)=[O:17])[CH2:13]2)[C:7]([Cl:11])=[C:8]([Cl:10])[CH:9]=1)(=O)C.[BH4-].[Na+].[C:27](O)(=O)[CH3:28].[C:31](=O)(O)[O-].[Na+].[CH3:36][OH:37]. (2) Given the product [C:60]([O:59][C:58](=[O:64])[NH:57][C:52]1[CH:53]=[CH:54][CH:55]=[CH:56][C:51]=1[NH:50][C:14](=[O:16])[CH2:13]/[CH:12]=[CH:11]/[CH2:10][CH2:9][O:8][Si:1]([C:4]([CH3:5])([CH3:6])[CH3:7])([CH3:2])[CH3:3])([CH3:63])([CH3:61])[CH3:62], predict the reactants needed to synthesize it. The reactants are: [Si:1]([O:8][CH2:9][CH2:10][CH2:11]/[CH:12]=[CH:13]/[C:14]([OH:16])=O)([C:4]([CH3:7])([CH3:6])[CH3:5])([CH3:3])[CH3:2].CN(C(ON1N=NC2C=CC=NC1=2)=[N+](C)C)C.F[P-](F)(F)(F)(F)F.CCN(C(C)C)C(C)C.[NH2:50][C:51]1[CH:56]=[CH:55][CH:54]=[CH:53][C:52]=1[NH:57][C:58](=[O:64])[O:59][C:60]([CH3:63])([CH3:62])[CH3:61]. (3) Given the product [Br:1][C:2]1[C:3]([F:22])=[C:4]([C:9]([CH3:21])=[C:10]([N:12]([CH2:19][CH3:20])[CH:13]2[CH2:18][CH2:17][O:16][CH2:15][CH2:14]2)[CH:11]=1)[C:5]([OH:7])=[O:6], predict the reactants needed to synthesize it. The reactants are: [Br:1][C:2]1[C:3]([F:22])=[C:4]([C:9]([CH3:21])=[C:10]([N:12]([CH2:19][CH3:20])[CH:13]2[CH2:18][CH2:17][O:16][CH2:15][CH2:14]2)[CH:11]=1)[C:5]([O:7]C)=[O:6].[OH-].[Na+].Cl. (4) Given the product [CH3:26][S:27]([O:1][CH:2]([CH3:18])[CH2:3][N:4]1[CH2:9][CH2:8][CH:7]([NH:10][C:11]([O:12][C:13]([CH3:14])([CH3:16])[CH3:15])=[O:17])[CH2:6][CH2:5]1)(=[O:29])=[O:28], predict the reactants needed to synthesize it. The reactants are: [OH:1][CH:2]([CH3:18])[CH2:3][N:4]1[CH2:9][CH2:8][CH:7]([NH:10][C:11](=[O:17])[O:12][C:13]([CH3:16])([CH3:15])[CH3:14])[CH2:6][CH2:5]1.C(N(CC)CC)C.[CH3:26][S:27](Cl)(=[O:29])=[O:28].CS(OCCN1CCC(NC(OC(C)(C)C)=O)CC1)(=O)=O.S([O-])(=O)(=O)C.